Dataset: Full USPTO retrosynthesis dataset with 1.9M reactions from patents (1976-2016). Task: Predict the reactants needed to synthesize the given product. Given the product [C:22]1([CH2:28][CH2:29][CH2:30][C:31]([N:18]2[C:19]3[C:15](=[CH:14][C:13]([O:12][CH2:11][CH2:10][CH2:9][N:3]4[CH2:4][CH2:5][CH2:6][CH2:7][CH2:8]4)=[CH:21][CH:20]=3)[CH2:16][CH2:17]2)=[O:32])[CH:27]=[CH:26][CH:25]=[CH:24][CH:23]=1, predict the reactants needed to synthesize it. The reactants are: Cl.Cl.[N:3]1([CH2:9][CH2:10][CH2:11][O:12][C:13]2[CH:14]=[C:15]3[C:19](=[CH:20][CH:21]=2)[NH:18][CH2:17][CH2:16]3)[CH2:8][CH2:7][CH2:6][CH2:5][CH2:4]1.[C:22]1([CH2:28][CH2:29][CH2:30][C:31](O)=[O:32])[CH:27]=[CH:26][CH:25]=[CH:24][CH:23]=1.C(N(CC)CC)C.C1C=CC2N(O)N=NC=2C=1.